This data is from Cav3 T-type calcium channel HTS with 100,875 compounds. The task is: Binary Classification. Given a drug SMILES string, predict its activity (active/inactive) in a high-throughput screening assay against a specified biological target. (1) The molecule is Oc1c(N\C(=C\C(=O)c2ccncc2)C)cccc1. The result is 1 (active). (2) The compound is O=C(N1CCN(CC1)c1c(c(ccc1)C)C)Cn1c(=O)c2c(cc1)cccc2. The result is 0 (inactive). (3) The drug is O=C(N1CCN(C(c2n(nnn2)C(C)(C)C)c2cc3c([nH]c2=O)ccc(c3)C)CC1)c1occc1. The result is 0 (inactive).